Dataset: Catalyst prediction with 721,799 reactions and 888 catalyst types from USPTO. Task: Predict which catalyst facilitates the given reaction. (1) Reactant: [ClH:1].C(OC([NH:9][CH2:10][C@H:11]1[CH2:16][CH2:15][C@H:14]([C:17]([NH:19][C@H:20]([C:50](=[O:63])[NH:51][C:52]2[CH:57]=[CH:56][C:55]([C:58]3[N:59]=[N:60][NH:61][N:62]=3)=[CH:54][CH:53]=2)[CH2:21][C:22]2[CH:27]=[CH:26][C:25]([C:28]3[C:33]([CH3:34])=[CH:32][CH:31]=[C:30]([C:35]([N:37]4[CH2:42][CH2:41][N:40](C(OC(C)(C)C)=O)[CH2:39][CH2:38]4)=[O:36])[CH:29]=3)=[CH:24][CH:23]=2)=[O:18])[CH2:13][CH2:12]1)=O)(C)(C)C. Product: [ClH:1].[NH2:9][CH2:10][C@H:11]1[CH2:12][CH2:13][C@H:14]([C:17]([NH:19][C@@H:20]([CH2:21][C:22]2[CH:27]=[CH:26][C:25]([C:28]3[CH:29]=[C:30]([C:35]([N:37]4[CH2:38][CH2:39][NH:40][CH2:41][CH2:42]4)=[O:36])[CH:31]=[CH:32][C:33]=3[CH3:34])=[CH:24][CH:23]=2)[C:50](=[O:63])[NH:51][C:52]2[CH:57]=[CH:56][C:55]([C:58]3[N:62]=[N:61][NH:60][N:59]=3)=[CH:54][CH:53]=2)=[O:18])[CH2:15][CH2:16]1. The catalyst class is: 12. (2) Reactant: Cl[C:2]1[C:7]([CH:8]([CH2:13][CH2:14][CH3:15])[C:9]([O:11][CH3:12])=[O:10])=[C:6]([CH3:16])[N:5]=[C:4]([C:17]2[CH:22]=[CH:21][CH:20]=[CH:19][CH:18]=2)[N:3]=1.C(N(CC)C(C)C)(C)C.[CH3:32][N:33]1[C:41]2[C:36](=[CH:37][C:38](B3OC(C)(C)C(C)(C)O3)=[CH:39][CH:40]=2)[CH2:35][CH2:34]1. Product: [CH3:16][C:6]1[C:7]([CH:8]([CH2:13][CH2:14][CH3:15])[C:9]([O:11][CH3:12])=[O:10])=[C:2]([C:38]2[CH:37]=[C:36]3[C:41](=[CH:40][CH:39]=2)[N:33]([CH3:32])[CH2:34][CH2:35]3)[N:3]=[C:4]([C:17]2[CH:22]=[CH:21][CH:20]=[CH:19][CH:18]=2)[N:5]=1. The catalyst class is: 108. (3) Reactant: [CH2:1]([O:3][C:4]([CH:6](C(OCC)=O)[C:7]([CH3:33])([CH3:32])[CH2:8][CH2:9][CH2:10][CH2:11][CH2:12][CH2:13][CH2:14][CH2:15][CH2:16][CH2:17][C:18]([CH3:31])([CH3:30])[CH:19](C(OCC)=O)[C:20]([O:22][CH2:23][CH3:24])=[O:21])=[O:5])[CH3:2].[Cl-].[Na+].C(=O)(O)[O-].[Na+].Cl. Product: [CH3:33][C:7]([CH3:32])([CH2:8][CH2:9][CH2:10][CH2:11][CH2:12][CH2:13][CH2:14][CH2:15][CH2:16][CH2:17][C:18]([CH3:30])([CH3:31])[CH2:19][C:20]([O:22][CH2:23][CH3:24])=[O:21])[CH2:6][C:4]([O:3][CH2:1][CH3:2])=[O:5]. The catalyst class is: 374. (4) Reactant: [C:1]1([C:7]2([C:10]([O:12][CH3:13])=[O:11])[CH2:9][CH2:8]2)[CH:6]=[CH:5][CH:4]=[CH:3][CH:2]=1.[Cl:14][S:15](O)(=[O:17])=[O:16]. Product: [Cl:14][S:15]([C:4]1[CH:5]=[CH:6][C:1]([C:7]2([C:10]([O:12][CH3:13])=[O:11])[CH2:9][CH2:8]2)=[CH:2][CH:3]=1)(=[O:17])=[O:16]. The catalyst class is: 4. (5) Reactant: [Li+].[OH-].[Cl:3][C:4]1[CH:9]=[CH:8][C:7]([C@@H:10]([N:12]2[C:24]3[C@@H:23]([CH2:25][C:26]([O:28]CC)=[O:27])[CH2:22][CH2:21][CH2:20][C:19]=3[C:18]3[C:13]2=[C:14]([S:32]([CH3:35])(=[O:34])=[O:33])[CH:15]=[C:16]([F:31])[CH:17]=3)[CH3:11])=[CH:6][CH:5]=1.CC(O)=O. Product: [Cl:3][C:4]1[CH:5]=[CH:6][C:7]([C@@H:10]([N:12]2[C:24]3[C@@H:23]([CH2:25][C:26]([OH:28])=[O:27])[CH2:22][CH2:21][CH2:20][C:19]=3[C:18]3[C:13]2=[C:14]([S:32]([CH3:35])(=[O:33])=[O:34])[CH:15]=[C:16]([F:31])[CH:17]=3)[CH3:11])=[CH:8][CH:9]=1. The catalyst class is: 36. (6) Reactant: [C:1]([C:3]1[CH:8]=[CH:7][C:6]([C:9]2[N:13]3[CH:14]=[C:15]([C:18]4[CH:39]=[CH:38][C:21]([C:22]([N:24]5[CH2:30][CH2:29][CH2:28][N:27](C(OC(C)(C)C)=O)[CH2:26][CH2:25]5)=[O:23])=[CH:20][CH:19]=4)[CH:16]=[CH:17][C:12]3=[N:11][CH:10]=2)=[CH:5][CH:4]=1)#[N:2].C(O)(C(F)(F)F)=O. Product: [N:24]1([C:22]([C:21]2[CH:20]=[CH:19][C:18]([C:15]3[CH:16]=[CH:17][C:12]4[N:13]([C:9]([C:6]5[CH:5]=[CH:4][C:3]([C:1]#[N:2])=[CH:8][CH:7]=5)=[CH:10][N:11]=4)[CH:14]=3)=[CH:39][CH:38]=2)=[O:23])[CH2:30][CH2:29][CH2:28][NH:27][CH2:26][CH2:25]1. The catalyst class is: 2.